Dataset: Full USPTO retrosynthesis dataset with 1.9M reactions from patents (1976-2016). Task: Predict the reactants needed to synthesize the given product. (1) Given the product [N:19]1[CH:24]=[CH:23][C:22]([NH:25][C:16]([C:3]2[CH:4]=[N:5][N:6]([CH:7]([C:12]([F:15])([F:14])[F:13])[C:8]([F:11])([F:10])[F:9])[C:2]=2[CH3:1])=[O:17])=[CH:21][N:20]=1, predict the reactants needed to synthesize it. The reactants are: [CH3:1][C:2]1[N:6]([CH:7]([C:12]([F:15])([F:14])[F:13])[C:8]([F:11])([F:10])[F:9])[N:5]=[CH:4][C:3]=1[C:16](Cl)=[O:17].[N:19]1[CH:24]=[CH:23][C:22]([NH2:25])=[CH:21][N:20]=1.C(N(CC)CC)C. (2) Given the product [F:27][C:2]([F:1])([F:26])[C:3]1[CH:8]=[CH:7][C:6]([C:9]2[C:13]3[CH:14]=[CH:15][C:16]([C:30]#[C:29][CH2:28][OH:31])=[CH:17][C:12]=3[S:11][N:10]=2)=[CH:5][CH:4]=1, predict the reactants needed to synthesize it. The reactants are: [F:1][C:2]([F:27])([F:26])[C:3]1[CH:8]=[CH:7][C:6]([C:9]2[C:13]3[CH:14]=[CH:15][C:16](OS(C(F)(F)F)(=O)=O)=[CH:17][C:12]=3[S:11][N:10]=2)=[CH:5][CH:4]=1.[CH2:28]([OH:31])[C:29]#[CH:30]. (3) Given the product [CH2:1]([O:3][C:4](=[O:29])[C:5]1[CH:10]=[CH:9][C:8]([N:11]2[CH:15]=[C:14]([C:16]3[CH:21]=[CH:20][CH:19]=[CH:18][C:17]=3[O:22][CH2:38][CH2:39][O:40][CH3:41])[C:13]([C:23]#[N:24])=[CH:12]2)=[CH:7][C:6]=1[O:27][CH2:28][O:33][CH3:30])[CH3:2], predict the reactants needed to synthesize it. The reactants are: [CH2:1]([O:3][C:4](=[O:29])[C:5]1[CH:10]=[CH:9][C:8]([N:11]2[CH:15]=[C:14]([C:16]3[CH:21]=[CH:20][CH:19]=[CH:18][C:17]=3[OH:22])[C:13]([C:23]#[N:24])=[CH:12]2)=[C:7](OC)[C:6]=1[O:27][CH3:28])[CH3:2].[C:30](=[O:33])([O-])[O-].[K+].[K+].BrC[CH2:38][CH2:39][O:40][CH3:41].O.